Dataset: Catalyst prediction with 721,799 reactions and 888 catalyst types from USPTO. Task: Predict which catalyst facilitates the given reaction. (1) Reactant: [CH3:1][N:2]([CH2:13][C:14]1[CH:19]=[CH:18][C:17]([CH:20]2[C:25]3=[N:26][NH:27][C:28](=[O:33])[C:29]4[CH:30]=[CH:31][CH:32]=[C:23]([C:24]=43)[NH:22][CH:21]2[C:34]2[CH:39]=[CH:38][CH:37]=[CH:36][CH:35]=2)=[CH:16][CH:15]=1)[C:3](=O)OCC1C=CC=CC=1. Product: [CH3:1][NH:2][CH2:13][C:14]1[CH:15]=[CH:16][C:17]([CH:20]2[C:25]3=[N:26][NH:27][C:28](=[O:33])[C:29]4[CH:30]=[CH:31][CH:32]=[C:23]([C:24]=43)[NH:22][CH:21]2[C:34]2[CH:39]=[CH:38][CH:37]=[CH:36][CH:35]=2)=[CH:18][CH:19]=1.[CH3:3][N:2]([CH2:13][C:14]1[CH:15]=[CH:16][C:17]([CH:20]2[C:25]3=[N:26][NH:27][C:28](=[O:33])[C:29]4[CH:30]=[CH:31][CH:32]=[C:23]([C:24]=43)[NH:22][CH:21]2[C:34]2[CH:39]=[CH:38][CH:37]=[CH:36][CH:35]=2)=[CH:18][CH:19]=1)[CH3:1]. The catalyst class is: 43. (2) Reactant: [C:1]1([S:7]([C:10]2[CH:11]=[CH:12][C:13]([C:16]#[N:17])=[N:14][CH:15]=2)(=[O:9])=[O:8])[CH:6]=[CH:5][CH:4]=[CH:3][CH:2]=1.[OH-].[NH4+]. Product: [C:1]1([S:7]([C:10]2[CH:11]=[CH:12][C:13]([CH2:16][NH2:17])=[N:14][CH:15]=2)(=[O:8])=[O:9])[CH:2]=[CH:3][CH:4]=[CH:5][CH:6]=1. The catalyst class is: 94. (3) The catalyst class is: 31. Product: [O:58]=[C:57]([NH:36][CH:37]1[C:43]2([CH2:44][CH2:45][O:46][CH2:47][CH2:48]2)[O:42][C:41]2[CH:49]=[CH:50][CH:51]=[CH:52][C:40]=2[NH:39][C:38]1=[O:53])[C@@H:55]([NH:54][C:60](=[O:61])[O:62][C:63]([CH3:66])([CH3:65])[CH3:64])[CH3:56]. Reactant: CN(C(ON1N=NC2C=CC=CC1=2)=[N+](C)C)C.F[P-](F)(F)(F)(F)F.C1C=CC2N(O)N=NC=2C=1.O.[NH2:36][CH:37]1[C:43]2([CH2:48][CH2:47][O:46][CH2:45][CH2:44]2)[O:42][C:41]2[CH:49]=[CH:50][CH:51]=[CH:52][C:40]=2[NH:39][C:38]1=[O:53].[NH:54]([C:60]([O:62][C:63]([CH3:66])([CH3:65])[CH3:64])=[O:61])[C@H:55]([C:57](O)=[O:58])[CH3:56].